Dataset: Full USPTO retrosynthesis dataset with 1.9M reactions from patents (1976-2016). Task: Predict the reactants needed to synthesize the given product. Given the product [CH2:11]([O:10][C:7]1[CH:6]=[CH:5][C:4]([C:3]([OH:18])=[O:2])=[CH:9][CH:8]=1)[C:12]1[CH:13]=[CH:14][CH:15]=[CH:16][CH:17]=1, predict the reactants needed to synthesize it. The reactants are: C[O:2][C:3](=[O:18])[C:4]1[CH:9]=[CH:8][C:7]([O:10][CH2:11][C:12]2[CH:17]=[CH:16][CH:15]=[CH:14][CH:13]=2)=[CH:6][CH:5]=1.[OH-].[Na+].